From a dataset of HIV replication inhibition screening data with 41,000+ compounds from the AIDS Antiviral Screen. Binary Classification. Given a drug SMILES string, predict its activity (active/inactive) in a high-throughput screening assay against a specified biological target. (1) The compound is CC1CC(C)(C)N=C(CCC[N+](=O)[O-])O1. The result is 0 (inactive). (2) The molecule is CC(C)(CO)[N+]1=Cc2ccccc2[OH+][Co-2]12[OH+]c1ccccc1C=[N+]2C(C)(C)CO. The result is 0 (inactive). (3) The compound is O=c1cc(-c2ccccc2)oc2cc(Oc3nnnn3-c3ccccc3)ccc12. The result is 0 (inactive).